From a dataset of Full USPTO retrosynthesis dataset with 1.9M reactions from patents (1976-2016). Predict the reactants needed to synthesize the given product. (1) Given the product [C:1]([C:3]1[C:8]([CH3:9])=[CH:7][CH:6]=[CH:5][C:4]=1[S:10]([N:13]=[C:16]([CH3:17])[C:15]([CH3:20])([CH3:19])[CH3:14])(=[O:12])=[O:11])#[N:2], predict the reactants needed to synthesize it. The reactants are: [C:1]([C:3]1[C:8]([CH3:9])=[CH:7][CH:6]=[CH:5][C:4]=1[S:10]([NH2:13])(=[O:12])=[O:11])#[N:2].[CH3:14][C:15]([CH3:20])([CH3:19])[C:16](=O)[CH3:17]. (2) Given the product [Br:1][C:2]1[CH:7]=[CH:6][C:5]([O:8][CH2:12][CH2:13][CH2:14][CH2:15][C:16]([O:18][CH2:19][CH3:20])=[O:17])=[CH:4][C:3]=1[O:9][CH3:10], predict the reactants needed to synthesize it. The reactants are: [Br:1][C:2]1[CH:7]=[CH:6][C:5]([OH:8])=[CH:4][C:3]=1[O:9][CH3:10].Br[CH2:12][CH2:13][CH2:14][CH2:15][C:16]([O:18][CH2:19][CH3:20])=[O:17].C(=O)([O-])[O-].[K+].[K+].O. (3) Given the product [CH3:1][O:2][C:3]1[CH:4]=[CH:5][C:6]([C:7]([O:9][CH2:10][CH2:11][CH2:12][CH2:13][CH2:14][CH2:15][NH2:16])=[O:8])=[CH:19][CH:20]=1, predict the reactants needed to synthesize it. The reactants are: [CH3:1][O:2][C:3]1[CH:20]=[CH:19][C:6]([C:7]([O:9][CH2:10][CH2:11][CH2:12][CH2:13][CH2:14][CH2:15][N:16]=[N+]=[N-])=[O:8])=[CH:5][CH:4]=1.C1(P(C2C=CC=CC=2)C2C=CC=CC=2)C=CC=CC=1.O. (4) Given the product [N:49]1[CH:50]=[CH:51][CH:52]=[CH:53][C:48]=1[O:1][CH2:2][C:3]1[CH:8]=[CH:7][C:6]([C:9]2([C:12]([N:14]3[CH2:18][CH2:17][C@@:16]4([C:22]5[CH:23]=[CH:24][CH:25]=[CH:26][C:21]=5[C:20](=[O:27])[O:19]4)[CH2:15]3)=[O:13])[CH2:11][CH2:10]2)=[CH:5][CH:4]=1, predict the reactants needed to synthesize it. The reactants are: [OH:1][CH2:2][C:3]1[CH:8]=[CH:7][C:6]([C:9]2([C:12]([N:14]3[CH2:18][CH2:17][C@@:16]4([C:22]5[CH:23]=[CH:24][CH:25]=[CH:26][C:21]=5[C:20](=[O:27])[O:19]4)[CH2:15]3)=[O:13])[CH2:11][CH2:10]2)=[CH:5][CH:4]=1.C1(P(C2C=CC=CC=2)C2C=CC=CC=2)C=CC=CC=1.O[C:48]1[CH:53]=[CH:52][CH:51]=[CH:50][N:49]=1.O1CCCC1.N(C(OC(C)C)=O)=NC(OC(C)C)=O. (5) Given the product [ClH:27].[NH2:12][C@H:8]([CH2:7][C:4]1[CH:3]=[CH:2][C:1]([C:21]2[CH:26]=[CH:25][CH:24]=[CH:23][CH:22]=2)=[CH:6][CH:5]=1)[CH2:9][C@@H:10]([CH3:20])[C:11]([OH:19])=[O:30], predict the reactants needed to synthesize it. The reactants are: [C:1]1([C:21]2[CH:26]=[CH:25][CH:24]=[CH:23][CH:22]=2)[CH:6]=[CH:5][C:4]([CH2:7][C@H:8]2[N:12](C(=O)C(C)(C)C)[C:11](=[O:19])[C@H:10]([CH3:20])[CH2:9]2)=[CH:3][CH:2]=1.[ClH:27].C(O)(=[O:30])C.